This data is from Catalyst prediction with 721,799 reactions and 888 catalyst types from USPTO. The task is: Predict which catalyst facilitates the given reaction. (1) Reactant: C([Li])CCC.[CH2:6]([O:8][C:9]1[CH2:10][N:11]=[C:12]([O:15][CH2:16][CH3:17])[CH2:13][N:14]=1)[CH3:7].Br[CH2:19][CH:20]([CH:37]([CH3:39])[CH3:38])[CH2:21][C:22]1[CH:31]=[C:30]2[C:25]([CH:26]=[CH:27][CH:28]=[C:29]2[O:32][CH2:33][CH2:34][O:35][CH3:36])=[CH:24][CH:23]=1. Product: [CH2:6]([O:8][C:9]1[CH:10]([CH2:19][CH:20]([CH2:21][C:22]2[CH:23]=[CH:24][C:25]3[C:30](=[C:29]([O:32][CH2:33][CH2:34][O:35][CH3:36])[CH:28]=[CH:27][CH:26]=3)[CH:31]=2)[CH:37]([CH3:38])[CH3:39])[N:11]=[C:12]([O:15][CH2:16][CH3:17])[CH2:13][N:14]=1)[CH3:7]. The catalyst class is: 7. (2) Reactant: [Cl:1][C:2]1[N:11]=[C:10](Cl)[C:9]2[C:4](=[CH:5][CH:6]=[C:7]([CH3:13])[CH:8]=2)[N:3]=1.C(N(CC)CC)C.[CH3:21][C:22]1([CH3:29])[O:26][CH:25]([CH2:27][NH2:28])[CH2:24][O:23]1. Product: [Cl:1][C:2]1[N:11]=[C:10]([NH:28][CH2:27][CH:25]2[CH2:24][O:23][C:22]([CH3:29])([CH3:21])[O:26]2)[C:9]2[C:4](=[CH:5][CH:6]=[C:7]([CH3:13])[CH:8]=2)[N:3]=1. The catalyst class is: 125.